This data is from Full USPTO retrosynthesis dataset with 1.9M reactions from patents (1976-2016). The task is: Predict the reactants needed to synthesize the given product. Given the product [CH2:45]([O:46][C:41](=[O:42])[CH2:37][C:38]([N:20]([CH2:21][CH2:22][N:23]([CH3:34])[C:24]([O:26][CH2:27][C:28]1[CH:29]=[CH:30][CH:31]=[CH:32][CH:33]=1)=[O:25])[C:11]1[C:12]([C:15]([O:17][CH2:18][CH3:19])=[O:16])=[N:13][CH:14]=[C:9]([CH2:8][C:5]2[CH:4]=[CH:3][C:2]([F:1])=[CH:7][CH:6]=2)[CH:10]=1)=[O:39])[CH3:44], predict the reactants needed to synthesize it. The reactants are: [F:1][C:2]1[CH:7]=[CH:6][C:5]([CH2:8][C:9]2[CH:10]=[C:11]([NH:20][CH2:21][CH2:22][N:23]([CH3:34])[C:24]([O:26][CH2:27][C:28]3[CH:33]=[CH:32][CH:31]=[CH:30][CH:29]=3)=[O:25])[C:12]([C:15]([O:17][CH2:18][CH3:19])=[O:16])=[N:13][CH:14]=2)=[CH:4][CH:3]=1.C([CH:37]([C:41](Cl)=[O:42])[C:38](Cl)=[O:39])C.[CH3:44][CH2:45][OH:46].